Dataset: Catalyst prediction with 721,799 reactions and 888 catalyst types from USPTO. Task: Predict which catalyst facilitates the given reaction. (1) Reactant: [C:1]1([OH:12])[C:10]2[CH:9]=[CH:8][CH:7]=[C:6]([OH:11])[C:5]=2[CH:4]=[CH:3][CH:2]=1.C(N(CC)CC)C.[F:20][C:21]([F:34])([F:33])[S:22](O[S:22]([C:21]([F:34])([F:33])[F:20])(=[O:24])=[O:23])(=[O:24])=[O:23]. Product: [F:20][C:21]([F:34])([F:33])[S:22]([O:12][C:1]1[CH:2]=[CH:3][CH:4]=[C:5]2[C:10]=1[CH:9]=[CH:8][CH:7]=[C:6]2[O:11][S:22]([C:21]([F:20])([F:33])[F:34])(=[O:23])=[O:24])(=[O:24])=[O:23]. The catalyst class is: 96. (2) Product: [F:1][C:2]1[CH:3]=[C:4]2[C:8](=[CH:9][C:10]=1[CH3:11])[NH:7][CH:6]=[CH:5]2. Reactant: [F:1][C:2]1[CH:3]=[C:4]2[C:8](=[CH:9][C:10]=1[CH3:11])[NH:7][C:6]([Si](C)(C)C)=[CH:5]2.C(=O)([O-])[O-].[K+].[K+]. The catalyst class is: 5. (3) Reactant: [CH2:1]([O:5][CH2:6][CH2:7][O:8][C:9]1[CH:14]=[CH:13][C:12]([C:15]2[CH:16]=[CH:17][C:18]3[N:24]4[CH2:25][CH2:26][CH2:27][CH:23]4[CH2:22][C:21]([C:28]([O:30]C)=[O:29])=[CH:20][C:19]=3[CH:32]=2)=[CH:11][CH:10]=1)[CH2:2][CH2:3][CH3:4].C(O)(=O)C.[OH-].[Na+].Cl. Product: [CH2:1]([O:5][CH2:6][CH2:7][O:8][C:9]1[CH:14]=[CH:13][C:12]([C:15]2[CH:16]=[CH:17][C:18]3[N:24]4[CH2:25][CH2:26][CH2:27][CH:23]4[CH2:22][C:21]([C:28]([OH:30])=[O:29])=[CH:20][C:19]=3[CH:32]=2)=[CH:11][CH:10]=1)[CH2:2][CH2:3][CH3:4]. The catalyst class is: 353.